The task is: Predict the product of the given reaction.. This data is from Forward reaction prediction with 1.9M reactions from USPTO patents (1976-2016). (1) Given the reactants [C:1]([O-:4])(=[S:3])[CH3:2].[K+].Br[CH2:7][CH2:8][C:9]([F:12])([F:11])[F:10], predict the reaction product. The product is: [C:1]([O:4][CH2:7][CH2:8][C:9]([F:12])([F:11])[F:10])(=[S:3])[CH3:2]. (2) Given the reactants [OH:1][C:2]1[CH:25]=[CH:24][C:5]2[C:6]([CH2:9][CH2:10][CH:11]3[CH2:16][CH2:15][N:14]([C:17]([O:19][C:20]([CH3:23])([CH3:22])[CH3:21])=[O:18])[CH2:13][CH2:12]3)=[N:7][O:8][C:4]=2[C:3]=1[CH2:26][OH:27].C(=O)([O-])[O-].[K+].[K+].Br[CH:35]1[CH2:40][CH2:39][CH2:38][CH:37]=[CH:36]1.O, predict the reaction product. The product is: [CH:40]1([O:1][C:2]2[CH:25]=[CH:24][C:5]3[C:6]([CH2:9][CH2:10][CH:11]4[CH2:16][CH2:15][N:14]([C:17]([O:19][C:20]([CH3:23])([CH3:22])[CH3:21])=[O:18])[CH2:13][CH2:12]4)=[N:7][O:8][C:4]=3[C:3]=2[CH2:26][OH:27])[CH2:39][CH2:38][CH2:37][CH:36]=[CH:35]1.